Dataset: Full USPTO retrosynthesis dataset with 1.9M reactions from patents (1976-2016). Task: Predict the reactants needed to synthesize the given product. (1) Given the product [C:11]1([C:2]2[O:1][C:5]3[CH:6]=[CH:7][CH:8]=[CH:9][C:4]=3[N:3]=2)[CH:16]=[CH:15][CH:14]=[CH:13][CH:12]=1, predict the reactants needed to synthesize it. The reactants are: [O:1]1[C:5]2[CH:6]=[CH:7][CH:8]=[CH:9][C:4]=2[N:3]=[CH:2]1.Cl[C:11]1[CH:16]=[CH:15][CH:14]=[CH:13][CH:12]=1.CC([O-])(C)C.[K+].CN(C=O)C. (2) Given the product [F:17][C:18]1[CH:23]=[CH:22][C:21]([C:2]2[CH:3]=[CH:4][C:5]([N:8]3[CH2:13][CH2:12][CH:11]([CH2:14][CH2:15][OH:16])[CH2:10][CH2:9]3)=[N:6][CH:7]=2)=[CH:20][CH:19]=1, predict the reactants needed to synthesize it. The reactants are: Br[C:2]1[CH:3]=[CH:4][C:5]([N:8]2[CH2:13][CH2:12][CH:11]([CH2:14][CH2:15][OH:16])[CH2:10][CH2:9]2)=[N:6][CH:7]=1.[F:17][C:18]1[CH:23]=[CH:22][C:21](B(O)O)=[CH:20][CH:19]=1.C(=O)([O-])[O-].[K+].[K+]. (3) Given the product [CH2:12]([C:7]1[C:6]([O:19][C@@H:20]2[O:46][C@H:45]([CH2:47][O:48][C:49](=[O:54])[C:50]([CH3:51])([CH3:53])[CH3:52])[C@@H:37]([O:38][C:39](=[O:44])[C:40]([CH3:43])([CH3:42])[CH3:41])[C@H:29]([O:30][C:31](=[O:36])[C:32]([CH3:33])([CH3:35])[CH3:34])[C@H:21]2[O:22][C:23](=[O:28])[C:24]([CH3:27])([CH3:25])[CH3:26])=[N:5][NH:4][C:8]=1[CH:9]([CH3:11])[CH3:10])[C:13]1[CH:18]=[CH:17][CH:16]=[CH:15][CH:14]=1, predict the reactants needed to synthesize it. The reactants are: C([N:4]1[C:8]([CH:9]([CH3:11])[CH3:10])=[C:7]([CH2:12][C:13]2[CH:18]=[CH:17][CH:16]=[CH:15][CH:14]=2)[C:6]([O:19][C@@H:20]2[O:46][C@H:45]([CH2:47][O:48][C:49](=[O:54])[C:50]([CH3:53])([CH3:52])[CH3:51])[C@@H:37]([O:38][C:39](=[O:44])[C:40]([CH3:43])([CH3:42])[CH3:41])[C@H:29]([O:30][C:31](=[O:36])[C:32]([CH3:35])([CH3:34])[CH3:33])[C@H:21]2[O:22][C:23](=[O:28])[C:24]([CH3:27])([CH3:26])[CH3:25])=[N:5]1)(=O)C.C(=O)(O)[O-].[Na+].O. (4) Given the product [CH2:5]([O:4][C:2]([N:27]1[CH2:28][C@@:20]2([NH:19][C:17]([O:16][C:12]([CH3:15])([CH3:14])[CH3:13])=[O:18])[C@@H:25]([CH2:24][CH:23]=[CH:22][CH2:21]2)[CH2:26]1)=[O:3])[C:6]1[CH:11]=[CH:10][CH:9]=[CH:8][CH:7]=1, predict the reactants needed to synthesize it. The reactants are: Cl[C:2]([O:4][CH2:5][C:6]1[CH:11]=[CH:10][CH:9]=[CH:8][CH:7]=1)=[O:3].[C:12]([O:16][C:17]([NH:19][C@:20]12[CH2:28][N:27]([C@@H](C3C=CC=CC=3)C)[CH2:26][C@@H:25]1[CH2:24][CH:23]=[CH:22][CH2:21]2)=[O:18])([CH3:15])([CH3:14])[CH3:13]. (5) Given the product [NH:57]1[CH:58]=[CH:59][N:60]=[C:56]1[NH:55][C:23]([C:21]1[CH:20]=[CH:19][C:17]2[NH:18][C:14]([NH:13][C:11]([C:3]3[N:2]=[CH:1][C:10]4[C:5]([CH:4]=3)=[CH:6][CH:7]=[CH:8][CH:9]=4)=[O:12])=[N:15][C:16]=2[CH:22]=1)=[O:25], predict the reactants needed to synthesize it. The reactants are: [CH:1]1[C:10]2[C:5](=[CH:6][CH:7]=[CH:8][CH:9]=2)[CH:4]=[C:3]([C:11]([NH:13][C:14]2[NH:18][C:17]3[CH:19]=[CH:20][C:21]([C:23]([OH:25])=O)=[CH:22][C:16]=3[N:15]=2)=[O:12])[N:2]=1.CN(C(ON1N=NC2C=CC=CC1=2)=[N+](C)C)C.F[P-](F)(F)(F)(F)F.S(O)(O)(=O)=O.[NH2:55][C:56]1[NH:57][CH:58]=[CH:59][N:60]=1.